From a dataset of Catalyst prediction with 721,799 reactions and 888 catalyst types from USPTO. Predict which catalyst facilitates the given reaction. (1) Reactant: Cl.[CH2:2]([CH:4]1[CH2:9][NH:8][CH2:7][CH2:6][NH:5]1)[CH3:3].[Cl:10][C:11]1[CH:12]=[C:13]2[C:17](=[CH:18][CH:19]=1)[N:16]([S:20]([C:23]1[CH:28]=[CH:27][CH:26]=[CH:25][CH:24]=1)(=[O:22])=[O:21])[C:15]([S:29](Cl)(=[O:31])=[O:30])=[CH:14]2.C(N(CC)CC)C. Product: [Cl:10][C:11]1[CH:12]=[C:13]2[C:17](=[CH:18][CH:19]=1)[N:16]([S:20]([C:23]1[CH:28]=[CH:27][CH:26]=[CH:25][CH:24]=1)(=[O:21])=[O:22])[C:15]([S:29]([N:8]1[CH2:7][CH2:6][NH:5][CH:4]([CH2:2][CH3:3])[CH2:9]1)(=[O:31])=[O:30])=[CH:14]2. The catalyst class is: 34. (2) The catalyst class is: 4. Product: [CH2:1]([O:8][C:9](=[O:51])[NH:10][C@H:11]([C:13](=[O:50])[NH:14][C@H:15]([C:26](=[O:49])[NH:27][C@@H:28]([CH2:42][C:43]1[CH:48]=[CH:47][CH:46]=[CH:45][CH:44]=1)[C:29]([C:31](=[O:41])[N:32]([CH2:34][C:35]1[CH:36]=[CH:37][CH:38]=[CH:39][CH:40]=1)[CH3:33])=[O:30])[CH2:16][C:17]1[C:25]2[C:20](=[CH:21][CH:22]=[CH:23][CH:24]=2)[NH:19][CH:18]=1)[CH3:12])[C:2]1[CH:7]=[CH:6][CH:5]=[CH:4][CH:3]=1. Reactant: [CH2:1]([O:8][C:9](=[O:51])[NH:10][C@H:11]([C:13](=[O:50])[NH:14][C@H:15]([C:26](=[O:49])[NH:27][C@@H:28]([CH2:42][C:43]1[CH:48]=[CH:47][CH:46]=[CH:45][CH:44]=1)[CH:29]([C:31](=[O:41])[N:32]([CH2:34][C:35]1[CH:40]=[CH:39][CH:38]=[CH:37][CH:36]=1)[CH3:33])[OH:30])[CH2:16][C:17]1[C:25]2[C:20](=[CH:21][CH:22]=[CH:23][CH:24]=2)[NH:19][CH:18]=1)[CH3:12])[C:2]1[CH:7]=[CH:6][CH:5]=[CH:4][CH:3]=1.CC(OI1(OC(C)=O)(OC(C)=O)OC(=O)C2C=CC=CC1=2)=O.